Dataset: Full USPTO retrosynthesis dataset with 1.9M reactions from patents (1976-2016). Task: Predict the reactants needed to synthesize the given product. Given the product [CH2:6]([N:13]1[C:21]2[C:16](=[CH:17][CH:18]=[C:19]([O:22][CH3:23])[CH:20]=2)[C:15]([CH:30]=[O:31])=[C:14]1[CH:24]([CH3:26])[CH3:25])[C:7]1[CH:8]=[CH:9][CH:10]=[CH:11][CH:12]=1, predict the reactants needed to synthesize it. The reactants are: O=P(Cl)(Cl)Cl.[CH2:6]([N:13]1[C:21]2[C:16](=[CH:17][CH:18]=[C:19]([O:22][CH3:23])[CH:20]=2)[CH:15]=[C:14]1[CH:24]([CH3:26])[CH3:25])[C:7]1[CH:12]=[CH:11][CH:10]=[CH:9][CH:8]=1.CN([CH:30]=[O:31])C.